The task is: Predict the reactants needed to synthesize the given product.. This data is from Full USPTO retrosynthesis dataset with 1.9M reactions from patents (1976-2016). (1) Given the product [CH3:33][S:32][C:26]1[N:27]=[N:28][C:29]([C:30]#[N:31])=[C:24]([N:11]2[CH2:10][CH:9]=[C:8]([C:2]3[CH:7]=[CH:6][CH:5]=[CH:4][CH:3]=3)[CH2:13][CH2:12]2)[N:25]=1, predict the reactants needed to synthesize it. The reactants are: Cl.[C:2]1([C:8]2[CH2:9][CH2:10][NH:11][CH2:12][CH:13]=2)[CH:7]=[CH:6][CH:5]=[CH:4][CH:3]=1.C(N(C(C)C)C(C)C)C.Cl[C:24]1[N:25]=[C:26]([S:32][CH3:33])[N:27]=[N:28][C:29]=1[C:30]#[N:31]. (2) Given the product [C:1]([O:5][C:6]([N:8]1[CH2:13][CH2:12][CH2:11][CH2:10][C@@H:9]1[CH2:14][OH:15])=[O:7])([CH3:4])([CH3:3])[CH3:2], predict the reactants needed to synthesize it. The reactants are: [C:1]([O:5][C:6]([N:8]1[CH2:13][CH2:12][CH2:11][CH2:10][C@@H:9]1[C:14](O)=[O:15])=[O:7])([CH3:4])([CH3:3])[CH3:2].S(C)C. (3) Given the product [NH2:15][C:14]1[S:13][C:12]2[CH:18]=[C:19]([C:22]#[N:23])[CH:20]=[CH:21][C:11]=2[C:10]=1[NH:9][C:4]1[CH:5]=[CH:6][C:7]([F:8])=[C:2]([Cl:1])[CH:3]=1, predict the reactants needed to synthesize it. The reactants are: [Cl:1][C:2]1[CH:3]=[C:4]([NH:9][C:10]2[C:11]3[CH:21]=[CH:20][C:19]([C:22]#[N:23])=[CH:18][C:12]=3[S:13][C:14]=2[N+:15]([O-])=O)[CH:5]=[CH:6][C:7]=1[F:8].[NH4+].[Cl-].